Regression. Given a peptide amino acid sequence and an MHC pseudo amino acid sequence, predict their binding affinity value. This is MHC class II binding data. From a dataset of Peptide-MHC class II binding affinity with 134,281 pairs from IEDB. (1) The peptide sequence is MLTLFILIITSTIKA. The MHC is DRB1_0404 with pseudo-sequence DRB1_0404. The binding affinity (normalized) is 0.417. (2) The peptide sequence is ANQFNKAISQIQESL. The MHC is DRB1_0101 with pseudo-sequence DRB1_0101. The binding affinity (normalized) is 0.987. (3) The peptide sequence is MYFHRRDLRLASNAI. The MHC is DRB5_0101 with pseudo-sequence DRB5_0101. The binding affinity (normalized) is 0.391.